From a dataset of Reaction yield outcomes from USPTO patents with 853,638 reactions. Predict the reaction yield, written as a fraction of the theoretical maximum amount of product (1.0 means a 100% yield; for example, 0.34 means a 34% yield). (1) The product is [Br:11][C:10]1([Br:12])[C:3]2[C:4](=[N:5][CH:6]=[CH:7][C:2]=2[Cl:1])[NH:8][C:9]1=[O:36]. The reactants are [Cl:1][C:2]1[CH:7]=[CH:6][N:5]=[C:4]2[NH:8][CH:9]=[CH:10][C:3]=12.[Br-:11].[Br-:12].[Br-].[NH+]1C=CC=CC=1.[NH+]1C=CC=CC=1.[NH+]1C=CC=CC=1.C([OH:36])(C)(C)C. The yield is 1.00. No catalyst specified. (2) The reactants are Cl[C:2]1[CH:7]=[CH:6][N:5]=[C:4]2[CH:8]=[C:9]([C:11]3[N:12]([CH3:16])[CH:13]=[CH:14][N:15]=3)[S:10][C:3]=12.[CH:17]([NH:20][C:21]([C:23]1[C:27]2[CH:28]=[CH:29][C:30]([O:32]C)=[CH:31][C:26]=2[O:25][C:24]=1[CH3:34])=[O:22])([CH3:19])[CH3:18].C([O-])([O-])=O.[Cs+].[Cs+]. No catalyst specified. The product is [CH:17]([NH:20][C:21]([C:23]1[C:27]2[CH:28]=[CH:29][C:30]([O:32][C:2]3[CH:7]=[CH:6][N:5]=[C:4]4[CH:8]=[C:9]([C:11]5[N:12]([CH3:16])[CH:13]=[CH:14][N:15]=5)[S:10][C:3]=34)=[CH:31][C:26]=2[O:25][C:24]=1[CH3:34])=[O:22])([CH3:19])[CH3:18]. The yield is 0.370.